The task is: Predict the product of the given reaction.. This data is from Forward reaction prediction with 1.9M reactions from USPTO patents (1976-2016). The product is: [OH:13][CH2:14][CH:15]1[N:16]([CH3:21])[CH2:17][CH2:18][N:19]([C:2]2[NH:3][C:4](=[O:12])[C:5]3[C:10]([CH:11]=2)=[CH:9][CH:8]=[CH:7][CH:6]=3)[CH2:20]1. Given the reactants Cl[C:2]1[NH:3][C:4](=[O:12])[C:5]2[C:10]([CH:11]=1)=[CH:9][CH:8]=[CH:7][CH:6]=2.[OH:13][CH2:14][CH:15]1[CH2:20][NH:19][CH2:18][CH2:17][N:16]1[CH3:21], predict the reaction product.